This data is from Peptide-MHC class II binding affinity with 134,281 pairs from IEDB. The task is: Regression. Given a peptide amino acid sequence and an MHC pseudo amino acid sequence, predict their binding affinity value. This is MHC class II binding data. (1) The peptide sequence is TKQQVFIQSEDPPVL. The MHC is DRB1_0301 with pseudo-sequence DRB1_0301. The binding affinity (normalized) is 0.148. (2) The peptide sequence is IIVGRGDSRLTYQWH. The MHC is DRB5_0101 with pseudo-sequence DRB5_0101. The binding affinity (normalized) is 0. (3) The MHC is DRB1_1001 with pseudo-sequence DRB1_1001. The binding affinity (normalized) is 0.705. The peptide sequence is DYVRMWVQAATVMSA.